From a dataset of Forward reaction prediction with 1.9M reactions from USPTO patents (1976-2016). Predict the product of the given reaction. (1) Given the reactants [Cl:1][CH2:2][CH2:3][CH2:4][O:5][C:6]1[CH:11]=[CH:10][CH:9]=[CH:8][C:7]=1[N+:12]([O-:14])=[O:13].Cl[CH2:16][S:17]([C:20]1[C:29]2[C:24](=[CH:25][CH:26]=[CH:27][CH:28]=2)[CH:23]=[CH:22][CH:21]=1)(=[O:19])=[O:18].CC(C)([O-])C.[K+].Cl, predict the reaction product. The product is: [Cl:1][CH2:2][CH2:3][CH2:4][O:5][C:6]1[C:7]([N+:12]([O-:14])=[O:13])=[C:8]([CH2:16][S:17]([C:20]2[C:29]3[C:24](=[CH:25][CH:26]=[CH:27][CH:28]=3)[CH:23]=[CH:22][CH:21]=2)(=[O:18])=[O:19])[CH:9]=[CH:10][CH:11]=1. (2) Given the reactants [CH3:1][O:2][C:3]1[CH:4]=[C:5]2[CH2:14][CH:13](CC3CCN(CC4C=CC=CC=4)CC3)[C:11](=[O:12])[C:6]2=[CH:7][C:8]=1[O:9][CH3:10].COC1C=C2C(=CC=1OC)C(=O)CC2.[N:43]1[CH:48]=[CH:47][C:46]([CH:49]=O)=[CH:45][CH:44]=1, predict the reaction product. The product is: [CH3:1][O:2][C:3]1[CH:4]=[C:5]2[C:6](=[CH:7][C:8]=1[O:9][CH3:10])[C:11](=[O:12])[CH:49]([C:46]1[CH:45]=[CH:44][N:43]=[CH:48][CH:47]=1)[C:14]2=[CH2:13].